Dataset: Catalyst prediction with 721,799 reactions and 888 catalyst types from USPTO. Task: Predict which catalyst facilitates the given reaction. (1) The catalyst class is: 2. Reactant: [Cl:1][C:2]1[CH:18]=[CH:17][C:16]([C:19]([F:22])([F:21])[F:20])=[CH:15][C:3]=1[C:4]([NH:6][C@H:7]1[CH2:12][CH2:11][C@H:10]([CH2:13][OH:14])[CH2:9][CH2:8]1)=[O:5].N1C=CC=CC=1.[S:29](Cl)([C:32]1[CH:38]=[CH:37][C:35]([CH3:36])=[CH:34][CH:33]=1)(=[O:31])=[O:30]. Product: [CH3:17][CH2:18][CH2:2][CH:3]([CH3:15])[CH3:4].[Cl:1][C:2]1[CH:18]=[CH:17][C:16]([C:19]([F:20])([F:21])[F:22])=[CH:15][C:3]=1[C:4]([NH:6][C@H:7]1[CH2:12][CH2:11][C@H:10]([CH2:13][O:14][S:29]([C:32]2[CH:38]=[CH:37][C:35]([CH3:36])=[CH:34][CH:33]=2)(=[O:31])=[O:30])[CH2:9][CH2:8]1)=[O:5]. (2) Reactant: [ClH:1].[CH3:2][N:3]([CH3:25])[CH:4]1[CH2:9][CH2:8][N:7]([C:10](=[O:24])[CH2:11][CH2:12][C:13]2[N:14]([CH2:18][C:19]([O:21][CH2:22][CH3:23])=[O:20])[CH:15]=[CH:16][N:17]=2)[CH2:6][CH2:5]1. Product: [ClH:1].[CH3:25][N:3]([CH3:2])[CH:4]1[CH2:9][CH2:8][N:7]([C:10](=[O:24])[CH2:11][CH2:12][C:13]2[N:14]([CH2:18][C:19]([O:21][CH2:22][CH3:23])=[O:20])[CH:15]=[CH:16][N:17]=2)[CH2:6][CH2:5]1. The catalyst class is: 27.